This data is from Forward reaction prediction with 1.9M reactions from USPTO patents (1976-2016). The task is: Predict the product of the given reaction. (1) Given the reactants Cl.[N:2]1[C:11]2C(=CC=CC=2)C(O)=[CH:4][N:3]=1.[CH3:13]I.[H-].[Na+].C[CH2:18][CH2:19][CH2:20][CH2:21][CH2:22][CH3:23].CCO[C:27]([CH3:29])=[O:28].C[N:31]([CH:33]=[O:34])[CH3:32], predict the reaction product. The product is: [CH3:11][N:2]1[C:23]2[CH:22]=[CH:21][CH:20]=[CH:19][C:18]=2[CH:32]2[CH2:4][N:3]1[C:33](=[O:34])[N:31]2[O:28][CH2:27][CH:29]=[CH2:13]. (2) Given the reactants C(OC([N:8]([C:16]1[O:17][CH2:18][C:19]2([N:40]=1)[C:28]1([CH2:31][O:30][CH2:29]1)[CH2:27][O:26][C:25]1[C:20]2=[CH:21][C:22]([C:32]2[CH:37]=[CH:36][CH:35]=[C:34]([O:38][CH3:39])[N:33]=2)=[CH:23][CH:24]=1)C(OC(C)(C)C)=O)=O)(C)(C)C.CC1C=CC(S(O)(=O)=O)=CC=1.O, predict the reaction product. The product is: [CH3:39][O:38][C:34]1[N:33]=[C:32]([C:22]2[CH:21]=[C:20]3[C:25](=[CH:24][CH:23]=2)[O:26][CH2:27][C:28]2([CH2:29][O:30][CH2:31]2)[C:19]23[CH2:18][O:17][C:16]([NH2:8])=[N:40]2)[CH:37]=[CH:36][CH:35]=1. (3) Given the reactants O[C:2]1[C:11](O)=[CH:10][C:9]2[C:4](=[CH:5][CH:6]=[CH:7][CH:8]=2)[CH:3]=1.[NH2:13][C:14]1[C:23]([NH2:24])=[CH:22][C:21]2[C:16](=[CH:17][CH:18]=[CH:19][CH:20]=2)[CH:15]=1.CN(C)C1C=CC=CC=1.C(Cl)Cl, predict the reaction product. The product is: [CH:8]1[C:9]2[C:4](=[CH:3][C:2]3[NH:13][C:14]4[CH:15]=[C:16]5[CH:17]=[CH:18][CH:19]=[CH:20][C:21]5=[CH:22][C:23]=4[NH:24][C:11]=3[CH:10]=2)[CH:5]=[CH:6][CH:7]=1. (4) Given the reactants C(OC([NH:8][CH:9]([CH2:13][C:14]1[CH:19]=[CH:18][C:17]([C:20]2[N:21]=[N:22][C:23]([CH3:26])=[N:24][N:25]=2)=[CH:16][CH:15]=1)[C:10]([OH:12])=[O:11])=O)(C)(C)C.Cl, predict the reaction product. The product is: [NH2:8][CH:9]([CH2:13][C:14]1[CH:19]=[CH:18][C:17]([C:20]2[N:25]=[N:24][C:23]([CH3:26])=[N:22][N:21]=2)=[CH:16][CH:15]=1)[C:10]([OH:12])=[O:11].